From a dataset of Full USPTO retrosynthesis dataset with 1.9M reactions from patents (1976-2016). Predict the reactants needed to synthesize the given product. (1) Given the product [CH3:1][C:2]1[N:6]=[C:5]([C:7]2[C:8]3[CH2:17][CH2:16][CH2:15][CH2:14][CH2:13][C:9]=3[S:10][C:11]=2[NH:12][C:26]([C:18]2[CH2:22][CH2:21][CH2:20][C:19]=2[C:23]([OH:25])=[O:24])=[O:27])[O:4][N:3]=1, predict the reactants needed to synthesize it. The reactants are: [CH3:1][C:2]1[N:6]=[C:5]([C:7]2[C:8]3[CH2:17][CH2:16][CH2:15][CH2:14][CH2:13][C:9]=3[S:10][C:11]=2[NH2:12])[O:4][N:3]=1.[C:18]12[C:26](=[O:27])[O:25][C:23](=[O:24])[C:19]=1[CH2:20][CH2:21][CH2:22]2. (2) Given the product [Cl:1][C:2]1[CH:7]=[CH:6][C:5]([O:8][C:29]2[CH:30]=[CH:31][C:26]([S:23]([NH:22][C:20]3[S:21][C:17]([Cl:16])=[CH:18][N:19]=3)(=[O:24])=[O:25])=[CH:27][C:28]=2[C:33]#[N:34])=[C:4]([I:9])[CH:3]=1, predict the reactants needed to synthesize it. The reactants are: [Cl:1][C:2]1[CH:7]=[CH:6][C:5]([OH:8])=[C:4]([I:9])[CH:3]=1.C(=O)([O-])[O-].[K+].[K+].[Cl:16][C:17]1[S:21][C:20]([N:22](CC2C=CC(OC)=CC=2OC)[S:23]([C:26]2[CH:31]=[CH:30][C:29](F)=[C:28]([C:33]#[N:34])[CH:27]=2)(=[O:25])=[O:24])=[N:19][CH:18]=1.[Cl-].[NH4+]. (3) Given the product [CH3:5][C:6]1[CH:11]=[C:10]([CH3:12])[N:9]=[C:8]([C:13]([O:15][CH3:16])=[O:14])[CH:7]=1, predict the reactants needed to synthesize it. The reactants are: S(Cl)(Cl)=O.[CH3:5][C:6]1[CH:11]=[C:10]([CH3:12])[N:9]=[C:8]([C:13]([OH:15])=[O:14])[CH:7]=1.[CH3:16]O. (4) The reactants are: Cl[C:2]1[CH:7]=[N:6][CH:5]=[CH:4][N:3]=1.N1C=CN=[CH:10][C:9]=1[C:14]#[C:15][CH2:16][CH2:17][OH:18].[CH2:19]([OH:23])[CH2:20][C:21]#[CH:22].N1CCC[CH2:26][CH2:25]1.[CH3:30]N1CCOCC1.N1C=CN=CC=1CCCCO.N1C=CN=CC=1CCCC=O.CC1C(C)=C(OC)C=CC=1[Mg]Br.C(OCCCC)CCC. Given the product [CH3:30][O:18][C:17]1[CH:16]=[CH:15][C:14]([CH:19]([OH:23])[CH2:20][CH2:21][CH2:22][C:2]2[CH:7]=[N:6][CH:5]=[CH:4][N:3]=2)=[C:9]([CH3:10])[C:25]=1[CH3:26], predict the reactants needed to synthesize it. (5) Given the product [CH3:1][O:2][CH2:3][O:14][C:11]1[CH:12]=[CH:13][C:8]([C:6](=[O:7])[CH3:5])=[CH:9][CH:10]=1, predict the reactants needed to synthesize it. The reactants are: [CH3:1][O:2][CH2:3]Cl.[CH3:5][C:6]([C:8]1[CH:9]=[CH:10][C:11]([OH:14])=[CH:12][CH:13]=1)=[O:7].C(N(CC)CC)C. (6) The reactants are: C([CH:8]([CH:10]1[CH2:14][C:13]2[CH:15]=[CH:16][CH:17]=[C:18]([C:19]3[C:24]([Cl:25])=[CH:23][C:22]([Cl:26])=[CH:21][C:20]=3[Cl:27])[C:12]=2[O:11]1)[NH2:9])C1C=CC=CC=1.C(N(C(C)C)CC)(C)C.Cl[C:38]([O:40][CH2:41][C:42]1[CH:47]=[CH:46][CH:45]=[CH:44][CH:43]=1)=[O:39].C1(C2C3OC(CNC(=O)OCC4C=CC=CC=4)CC=3C=CC=2)CCCC1. Given the product [CH2:41]([O:40][C:38](=[O:39])[NH:9][CH2:8][CH:10]1[CH2:14][C:13]2[CH:15]=[CH:16][CH:17]=[C:18]([C:19]3[C:20]([Cl:27])=[CH:21][C:22]([Cl:26])=[CH:23][C:24]=3[Cl:25])[C:12]=2[O:11]1)[C:42]1[CH:47]=[CH:46][CH:45]=[CH:44][CH:43]=1, predict the reactants needed to synthesize it.